Dataset: Merck oncology drug combination screen with 23,052 pairs across 39 cell lines. Task: Regression. Given two drug SMILES strings and cell line genomic features, predict the synergy score measuring deviation from expected non-interaction effect. (1) Cell line: DLD1. Drug 1: O=C(NOCC(O)CO)c1ccc(F)c(F)c1Nc1ccc(I)cc1F. Drug 2: CNC(=O)c1cc(Oc2ccc(NC(=O)Nc3ccc(Cl)c(C(F)(F)F)c3)cc2)ccn1. Synergy scores: synergy=30.2. (2) Drug 1: CN1C(=O)C=CC2(C)C3CCC4(C)C(NC(=O)OCC(F)(F)F)CCC4C3CCC12. Drug 2: CCC1=CC2CN(C1)Cc1c([nH]c3ccccc13)C(C(=O)OC)(c1cc3c(cc1OC)N(C)C1C(O)(C(=O)OC)C(OC(C)=O)C4(CC)C=CCN5CCC31C54)C2. Cell line: VCAP. Synergy scores: synergy=-5.07. (3) Drug 1: COc1cccc2c1C(=O)c1c(O)c3c(c(O)c1C2=O)CC(O)(C(=O)CO)CC3OC1CC(N)C(O)C(C)O1. Drug 2: CC(C)CC(NC(=O)C(Cc1ccccc1)NC(=O)c1cnccn1)B(O)O. Cell line: LNCAP. Synergy scores: synergy=5.77. (4) Synergy scores: synergy=11.7. Drug 1: CS(=O)(=O)CCNCc1ccc(-c2ccc3ncnc(Nc4ccc(OCc5cccc(F)c5)c(Cl)c4)c3c2)o1. Drug 2: O=C(O)C1(Cc2cccc(Nc3nccs3)n2)CCC(Oc2cccc(Cl)c2F)CC1. Cell line: SKOV3. (5) Drug 1: CC1CC2C3CCC4=CC(=O)C=CC4(C)C3(F)C(O)CC2(C)C1(O)C(=O)CO. Drug 2: N#Cc1ccc(Cn2cncc2CN2CCN(c3cccc(Cl)c3)C(=O)C2)cc1. Cell line: UACC62. Synergy scores: synergy=9.85.